From a dataset of Forward reaction prediction with 1.9M reactions from USPTO patents (1976-2016). Predict the product of the given reaction. Given the reactants Cl.Cl.[F:3][C:4]1[CH:5]=[CH:6][C:7]2[N:11]=[C:10]([C@@H:12]([NH2:14])[CH3:13])[N:9]([C:15]3[CH:20]=[CH:19][CH:18]=[CH:17][CH:16]=3)[C:8]=2[CH:21]=1.Cl[C:23]1[N:31]=[CH:30][N:29]=[C:28]2[C:24]=1[N:25]=[CH:26][N:27]2[CH:32]1[CH2:37][CH2:36][CH2:35][CH2:34][O:33]1.CCN(C(C)C)C(C)C, predict the reaction product. The product is: [F:3][C:4]1[CH:5]=[CH:6][C:7]2[N:11]=[C:10]([C@@H:12]([NH:14][C:23]3[N:31]=[CH:30][N:29]=[C:28]4[C:24]=3[N:25]=[CH:26][N:27]4[CH:32]3[CH2:37][CH2:36][CH2:35][CH2:34][O:33]3)[CH3:13])[N:9]([C:15]3[CH:16]=[CH:17][CH:18]=[CH:19][CH:20]=3)[C:8]=2[CH:21]=1.